From a dataset of hERG Central: cardiac toxicity at 1µM, 10µM, and general inhibition. Predict hERG channel inhibition at various concentrations. (1) The compound is OC(COCc1ccco1)CN1CCN(C(c2ccccc2)c2ccccc2)CC1. Results: hERG_inhib (hERG inhibition (general)): blocker. (2) The molecule is CCOC(=O)C1CCN(C(=O)c2cc(S(=O)(=O)N3CCc4ccccc43)ccc2OC)CC1. Results: hERG_inhib (hERG inhibition (general)): blocker. (3) The molecule is CN1CCN(c2nc(Nc3ccc(F)cc3)nc(Nc3ccc(F)cc3)n2)CC1. Results: hERG_inhib (hERG inhibition (general)): blocker.